Dataset: Reaction yield outcomes from USPTO patents with 853,638 reactions. Task: Predict the reaction yield, written as a fraction of the theoretical maximum amount of product (1.0 means a 100% yield; for example, 0.34 means a 34% yield). (1) The reactants are [CH2:1]([C:9]1[CH:10]=[C:11]2[C:15](=[CH:16][CH:17]=1)[NH:14][CH:13]=[CH:12]2)[CH2:2][CH2:3][CH2:4][CH2:5][CH2:6][CH2:7][CH3:8]. The catalyst is CC(O)=O.C(OCC)C. The product is [CH2:1]([C:9]1[CH:10]=[C:11]2[C:15](=[CH:16][CH:17]=1)[NH:14][CH2:13][CH2:12]2)[CH2:2][CH2:3][CH2:4][CH2:5][CH2:6][CH2:7][CH3:8]. The yield is 0.620. (2) The reactants are [CH:1]([S:4][C:5]1[CH:12]=[CH:11][C:10]([N+:13]([O-:15])=[O:14])=[CH:9][C:6]=1[CH:7]=O)([CH3:3])[CH3:2].[C:16]1([CH3:25])[CH:21]=[CH:20][C:19]([S@@:22]([NH2:24])=[O:23])=[CH:18][CH:17]=1. The catalyst is C(Cl)Cl. The product is [CH:1]([S:4][C:5]1[CH:12]=[CH:11][C:10]([N+:13]([O-:15])=[O:14])=[CH:9][C:6]=1/[CH:7]=[N:24]/[S@:22]([C:19]1[CH:20]=[CH:21][C:16]([CH3:25])=[CH:17][CH:18]=1)=[O:23])([CH3:3])[CH3:2]. The yield is 0.880. (3) The reactants are [F:1][C:2]1[CH:11]=[CH:10][C:5]([C:6]([O:8][CH3:9])=[O:7])=[C:4]([CH3:12])[C:3]=1[N+:13]([O-])=O. The catalyst is CO.[C].[Pd]. The product is [NH2:13][C:3]1[C:4]([CH3:12])=[C:5]([CH:10]=[CH:11][C:2]=1[F:1])[C:6]([O:8][CH3:9])=[O:7]. The yield is 0.420.